Dataset: Full USPTO retrosynthesis dataset with 1.9M reactions from patents (1976-2016). Task: Predict the reactants needed to synthesize the given product. (1) Given the product [F:53][C:51]1[CH:52]=[C:47]([CH:48]=[C:49]([F:54])[CH:50]=1)[CH2:46][C@H:30]([NH:29][C:8](=[O:10])[C:7]1[CH:11]=[CH:12][N:13]=[C:5]([N:4]([CH2:1][CH2:2][CH3:3])[CH2:14][CH2:15][CH3:16])[CH:6]=1)[C@H:31]([OH:45])[CH2:32][NH:33][C:34]1([C:37]2[CH:42]=[CH:41][CH:40]=[C:39]([C:43]#[CH:44])[CH:38]=2)[CH2:36][CH2:35]1, predict the reactants needed to synthesize it. The reactants are: [CH2:1]([N:4]([CH2:14][CH2:15][CH3:16])[C:5]1[CH:6]=[C:7]([CH:11]=[CH:12][N:13]=1)[C:8]([OH:10])=O)[CH2:2][CH3:3].C(N1C=CN=C1)(N1C=CN=C1)=O.[NH2:29][C@@H:30]([CH2:46][C:47]1[CH:52]=[C:51]([F:53])[CH:50]=[C:49]([F:54])[CH:48]=1)[C@H:31]([OH:45])[CH2:32][NH:33][C:34]1([C:37]2[CH:42]=[CH:41][CH:40]=[C:39]([C:43]#[CH:44])[CH:38]=2)[CH2:36][CH2:35]1. (2) Given the product [CH2:23]([N:11]([CH2:12][C:13]1[CH:22]=[CH:21][C:16]([C:17]([O:19][CH3:20])=[O:18])=[CH:15][N:14]=1)[S:8]([C:5]1[CH:4]=[CH:3][C:2]([Cl:1])=[CH:7][CH:6]=1)(=[O:9])=[O:10])[C:24]1[CH:29]=[CH:28][CH:27]=[CH:26][CH:25]=1, predict the reactants needed to synthesize it. The reactants are: [Cl:1][C:2]1[CH:7]=[CH:6][C:5]([S:8]([NH:11][CH2:12][C:13]2[CH:22]=[CH:21][C:16]([C:17]([O:19][CH3:20])=[O:18])=[CH:15][N:14]=2)(=[O:10])=[O:9])=[CH:4][CH:3]=1.[CH2:23](Br)[C:24]1[CH:29]=[CH:28][CH:27]=[CH:26][CH:25]=1.C(=O)([O-])[O-].[K+].[K+].